This data is from Forward reaction prediction with 1.9M reactions from USPTO patents (1976-2016). The task is: Predict the product of the given reaction. Given the reactants C(/[CH:4]=[CH:5]/[C:6]1[C:7](=[O:22])[NH:8][C:9](=[O:21])[N:10]([C@H:12]2[O:17][C@@H:16]([CH2:18][OH:19])[C@H:14]([OH:15])[C@@H:13]2[F:20])[CH:11]=1)(O)=O.[Br:23]N1C(=O)CCC1=O.CO.O, predict the reaction product. The product is: [Br:23]/[CH:4]=[CH:5]/[C:6]1[C:7](=[O:22])[NH:8][C:9](=[O:21])[N:10]([C@H:12]2[O:17][C@@H:16]([CH2:18][OH:19])[C@H:14]([OH:15])[C@@H:13]2[F:20])[CH:11]=1.